From a dataset of NCI-60 drug combinations with 297,098 pairs across 59 cell lines. Regression. Given two drug SMILES strings and cell line genomic features, predict the synergy score measuring deviation from expected non-interaction effect. (1) Drug 2: CNC(=O)C1=NC=CC(=C1)OC2=CC=C(C=C2)NC(=O)NC3=CC(=C(C=C3)Cl)C(F)(F)F. Cell line: COLO 205. Drug 1: CN1CCC(CC1)COC2=C(C=C3C(=C2)N=CN=C3NC4=C(C=C(C=C4)Br)F)OC. Synergy scores: CSS=27.3, Synergy_ZIP=1.18, Synergy_Bliss=-4.66, Synergy_Loewe=-11.0, Synergy_HSA=-10.9. (2) Drug 1: C1CC(C1)(C(=O)O)C(=O)O.[NH2-].[NH2-].[Pt+2]. Drug 2: CC(C)CN1C=NC2=C1C3=CC=CC=C3N=C2N. Cell line: NCI-H322M. Synergy scores: CSS=-5.18, Synergy_ZIP=2.96, Synergy_Bliss=0.879, Synergy_Loewe=-3.39, Synergy_HSA=-3.52.